From a dataset of Reaction yield outcomes from USPTO patents with 853,638 reactions. Predict the reaction yield, written as a fraction of the theoretical maximum amount of product (1.0 means a 100% yield; for example, 0.34 means a 34% yield). (1) The catalyst is C(OCC)C. The product is [CH3:9][O:10][CH2:11][CH2:12][CH2:13]/[CH:14]=[CH:15]/[C:16]#[CH:17]. The reactants are C(=O)([O-])[O-].[K+].[K+].CO.[CH3:9][O:10][CH2:11][CH2:12][CH2:13]/[CH:14]=[CH:15]/[C:16]#[C:17][Si](C)(C)C.[Cl-].[NH4+]. The yield is 0.730. (2) The reactants are [CH:1](/[C:9]1[CH:10]=[CH:11][C:12]2[O:13][CH2:14][C:15](=[O:19])[NH:16][C:17]=2[N:18]=1)=C\C1C=CC=CC=1.CSC.C(Cl)Cl.C[OH:27]. The product is [O:19]=[C:15]1[CH2:14][O:13][C:12]2[CH:11]=[CH:10][C:9]([CH:1]=[O:27])=[N:18][C:17]=2[NH:16]1. The yield is 0.770. No catalyst specified. (3) The reactants are [CH3:1][CH2:2]N(C(C)C)C(C)C.[C:10]([C:12]1[CH:13]=[CH:14][C:15]([OH:32])=[C:16]([NH:18][CH:19]2[CH2:24][CH2:23][N:22]([C:25]([O:27][C:28]([CH3:31])([CH3:30])[CH3:29])=[O:26])[CH2:21][CH2:20]2)[CH:17]=1)#[N:11].ClC(Cl)(OC(=O)OC(Cl)(Cl)Cl)Cl. The catalyst is ClCCl. The product is [C:10]([C:12]1[CH:13]=[CH:14][C:15]2[O:32][C:1](=[CH2:2])[N:18]([CH:19]3[CH2:24][CH2:23][N:22]([C:25]([O:27][C:28]([CH3:29])([CH3:31])[CH3:30])=[O:26])[CH2:21][CH2:20]3)[C:16]=2[CH:17]=1)#[N:11]. The yield is 0.920. (4) The reactants are [Cl:1][C:2]1[S:28][C:5]2[N:6]=[CH:7][N:8]=[C:9]([NH:10][CH:11]3[CH2:16][CH2:15][N:14]([CH2:17][C:18]4[CH:19]=[C:20]([CH:25]=[CH:26][CH:27]=4)[C:21]([O:23]C)=[O:22])[CH2:13][CH2:12]3)[C:4]=2[CH:3]=1.O[Li].O. The catalyst is CO.O. The product is [Cl:1][C:2]1[S:28][C:5]2[N:6]=[CH:7][N:8]=[C:9]([NH:10][CH:11]3[CH2:16][CH2:15][N:14]([CH2:17][C:18]4[CH:19]=[C:20]([CH:25]=[CH:26][CH:27]=4)[C:21]([OH:23])=[O:22])[CH2:13][CH2:12]3)[C:4]=2[CH:3]=1. The yield is 0.790. (5) The reactants are I[C:2]1[CH:7]=[CH:6][C:5]([N:8]2[CH:13]=[C:12]([O:14][CH3:15])[C:11](=[O:16])[C:10]([C:17]([N:19]([O:21][CH3:22])[CH3:20])=[O:18])=[N:9]2)=[C:4]([O:23][CH3:24])[CH:3]=1.[NH:25]1[CH:29]=[CH:28][CH:27]=[N:26]1.C(=NO)C1C(=CC=CC=1)O.C([O-])([O-])=O.[Cs+].[Cs+]. The catalyst is CC#N.O. The product is [CH3:22][O:21][N:19]([CH3:20])[C:17]([C:10]1[C:11](=[O:16])[C:12]([O:14][CH3:15])=[CH:13][N:8]([C:5]2[CH:6]=[CH:7][C:2]([N:25]3[CH:29]=[CH:28][CH:27]=[N:26]3)=[CH:3][C:4]=2[O:23][CH3:24])[N:9]=1)=[O:18]. The yield is 0.680. (6) The reactants are [Cl:1][C:2]1[CH:3]=[CH:4][C:5]([O:19][CH3:20])=[C:6]([N:8]2[C:12]([C:13]#[N:14])=[CH:11][C:10]([C:15]([F:18])([F:17])[F:16])=[N:9]2)[CH:7]=1.CCOCC.Cl.C(Cl)(Cl)Cl.CO. The catalyst is C1COCC1. The product is [ClH:1].[Cl:1][C:2]1[CH:3]=[CH:4][C:5]([O:19][CH3:20])=[C:6]([N:8]2[C:12]([CH2:13][NH2:14])=[CH:11][C:10]([C:15]([F:16])([F:17])[F:18])=[N:9]2)[CH:7]=1. The yield is 0.200.